This data is from Full USPTO retrosynthesis dataset with 1.9M reactions from patents (1976-2016). The task is: Predict the reactants needed to synthesize the given product. (1) Given the product [Si:1]([O:8][CH2:9][C@@H:10]([NH:11][C:13](=[O:14])[O:15][C:16]([CH3:17])([CH3:18])[CH3:19])[CH2:12][O:26][C:20]1[CH:25]=[CH:24][CH:23]=[CH:22][CH:21]=1)([C:4]([CH3:5])([CH3:6])[CH3:7])([CH3:2])[CH3:3], predict the reactants needed to synthesize it. The reactants are: [Si:1]([O:8][CH2:9][CH:10]1[CH2:12][N@@:11]1[C:13]([O:15][C:16]([CH3:19])([CH3:18])[CH3:17])=[O:14])([C:4]([CH3:7])([CH3:6])[CH3:5])([CH3:3])[CH3:2].[C:20]1([OH:26])[CH:25]=[CH:24][CH:23]=[CH:22][CH:21]=1.C([O-])([O-])=O.[K+].[K+]. (2) Given the product [CH3:31][N:28]1[C:11]2=[C:12]3[CH:17]=[C:16]([C:18]4[N:19]=[C:20]([NH:24][C:25](=[O:27])[CH3:26])[CH:21]=[CH:22][CH:23]=4)[NH:15][C:13]3=[N:14][C:9]([NH:7][CH3:6])=[C:10]2[N:30]=[CH:29]1, predict the reactants needed to synthesize it. The reactants are: C(O[C:6](=O)[N:7]([C:9]1[N:14]=[C:13]2[NH:15][C:16]([C:18]3[CH:23]=[CH:22][CH:21]=[C:20]([NH:24][C:25](=[O:27])[CH3:26])[N:19]=3)=[CH:17][C:12]2=[C:11]2[N:28]([CH3:31])[CH:29]=[N:30][C:10]=12)C)(C)(C)C.FC(F)(F)C(O)=O. (3) Given the product [Cl:1][C:2]1[CH:3]=[C:4]([CH2:9][N:10]2[C:14]([CH3:15])=[C:13]([C:16]([NH:19][C:20]3[O:21][C:22]([C:25]([O:27][CH2:28][CH3:29])=[O:26])=[CH:23][N:24]=3)=[O:18])[N:12]=[N:11]2)[CH:5]=[CH:6][C:7]=1[Cl:8], predict the reactants needed to synthesize it. The reactants are: [Cl:1][C:2]1[CH:3]=[C:4]([CH2:9][N:10]2[C:14]([CH3:15])=[C:13]([C:16]([OH:18])=O)[N:12]=[N:11]2)[CH:5]=[CH:6][C:7]=1[Cl:8].[NH2:19][C:20]1[O:21][C:22]([C:25]([O:27][CH2:28][CH3:29])=[O:26])=[CH:23][N:24]=1.C1C=CC2N(O)N=NC=2C=1.CCN=C=NCCCN(C)C.CCN(CC)CC.